Dataset: Peptide-MHC class II binding affinity with 134,281 pairs from IEDB. Task: Regression. Given a peptide amino acid sequence and an MHC pseudo amino acid sequence, predict their binding affinity value. This is MHC class II binding data. (1) The peptide sequence is HSNWRAMASDFNLPP. The MHC is DRB1_1201 with pseudo-sequence DRB1_1201. The binding affinity (normalized) is 0. (2) The peptide sequence is HFSNVFRSVMAPFTM. The MHC is HLA-DPA10201-DPB11401 with pseudo-sequence HLA-DPA10201-DPB11401. The binding affinity (normalized) is 0.382. (3) The peptide sequence is NNAHHVCWLEASMLL. The MHC is DRB1_0801 with pseudo-sequence DRB1_0801. The binding affinity (normalized) is 0.349. (4) The peptide sequence is INEPTAAGIAYGLDR. The MHC is HLA-DQA10501-DQB10301 with pseudo-sequence HLA-DQA10501-DQB10301. The binding affinity (normalized) is 0.709. (5) The peptide sequence is MAMGTMAGCGYLMFLK. The MHC is DRB1_0301 with pseudo-sequence DRB1_0301. The binding affinity (normalized) is 0.456. (6) The peptide sequence is LWEVKSAKPLTGPMN. The MHC is DRB3_0101 with pseudo-sequence DRB3_0101. The binding affinity (normalized) is 0.0656.